Dataset: Reaction yield outcomes from USPTO patents with 853,638 reactions. Task: Predict the reaction yield, written as a fraction of the theoretical maximum amount of product (1.0 means a 100% yield; for example, 0.34 means a 34% yield). (1) The reactants are [CH3:1][O:2][C:3]1[CH:8]=[CH:7][CH:6]=[CH:5][C:4]=1[N:9]1[CH2:14][CH2:13][N:12]([CH2:15][CH2:16][CH:17]2[CH2:19][O:18]2)[CH2:11][CH2:10]1.[N:20](CC(O)CCN1CCN(C2C=CC=C(Cl)C=2Cl)CC1)=[N+:21]=[N-:22]. No catalyst specified. The product is [N:20]([CH2:19][CH:17]([OH:18])[CH2:16][CH2:15][N:12]1[CH2:13][CH2:14][N:9]([C:4]2[CH:5]=[CH:6][CH:7]=[CH:8][C:3]=2[O:2][CH3:1])[CH2:10][CH2:11]1)=[N+:21]=[N-:22]. The yield is 0.150. (2) The reactants are [Cl:1][C:2]1[C:19]([C:20]([F:23])([F:22])[F:21])=[CH:18][CH:17]=[CH:16][C:3]=1[CH2:4][N:5]1[CH:10]([CH:11]2[CH2:13][CH2:12]2)[CH2:9][NH:8][C:7](=S)[C:6]1=[O:15].[C:24]([NH:32][NH2:33])(=O)[C:25]1[CH:30]=[CH:29][CH:28]=[N:27][CH:26]=1. The catalyst is C(O)CCC. The product is [Cl:1][C:2]1[C:19]([C:20]([F:23])([F:22])[F:21])=[CH:18][CH:17]=[CH:16][C:3]=1[CH2:4][N:5]1[CH:10]([CH:11]2[CH2:13][CH2:12]2)[CH2:9][N:8]2[C:24]([C:25]3[CH:26]=[N:27][CH:28]=[CH:29][CH:30]=3)=[N:32][N:33]=[C:7]2[C:6]1=[O:15]. The yield is 0.550. (3) The reactants are [OH:1][C:2]1[CH:9]=[C:8]([O:10][C:11]2[CH:20]=[CH:19][C:14]3[B:15]([OH:18])[O:16][CH2:17][C:13]=3[CH:12]=2)[CH:7]=[CH:6][C:3]=1[C:4]#[N:5].I[CH2:22][CH3:23].CN(C)C=O.[H-].[Na+]. The catalyst is O. The product is [CH2:22]([O:1][C:2]1[CH:9]=[C:8]([O:10][C:11]2[CH:20]=[CH:19][C:14]3[B:15]([OH:18])[O:16][CH2:17][C:13]=3[CH:12]=2)[CH:7]=[CH:6][C:3]=1[C:4]#[N:5])[CH3:23]. The yield is 0.590.